From a dataset of Reaction yield outcomes from USPTO patents with 853,638 reactions. Predict the reaction yield, written as a fraction of the theoretical maximum amount of product (1.0 means a 100% yield; for example, 0.34 means a 34% yield). (1) No catalyst specified. The yield is 0.600. The product is [Cl:26][C:2]1[N:7]2[N:8]=[C:9]([C:11]3[CH:16]=[CH:15][C:14]([O:17][CH3:18])=[CH:13][CH:12]=3)[CH:10]=[C:6]2[N:5]=[C:4]([C:19]([O:21][CH2:22][CH3:23])=[O:20])[CH:3]=1. The reactants are O[C:2]1[N:7]2[N:8]=[C:9]([C:11]3[CH:16]=[CH:15][C:14]([O:17][CH3:18])=[CH:13][CH:12]=3)[CH:10]=[C:6]2[N:5]=[C:4]([C:19]([O:21][CH2:22][CH3:23])=[O:20])[CH:3]=1.P(Cl)(Cl)([Cl:26])=O. (2) The reactants are [O-]P([O-])([O-])=O.[K+].[K+].[K+].[CH3:9][O:10][CH2:11][CH2:12][NH2:13].I[C:15]1[CH:20]=[CH:19][CH:18]=[CH:17][CH:16]=1.C(O)CO. The catalyst is [Cu]I.CCCCCC.C(OCC)(=O)C.CC(O)C. The product is [CH3:9][O:10][CH2:11][CH2:12][NH:13][C:15]1[CH:20]=[CH:19][CH:18]=[CH:17][CH:16]=1. The yield is 0.910. (3) The reactants are [NH2:1][C:2]1[CH:3]=[CH:4][C:5]([N:8]2[CH2:12][C:11]([CH2:14][NH:15][C:16](=[O:37])[C:17]3[CH:22]=[CH:21][C:20]([C:23]4[O:24][C:25]5[C:31]([CH:32]([CH3:34])[CH3:33])=[CH:30][C:29]([C:35]#[N:36])=[CH:28][C:26]=5[N:27]=4)=[CH:19][CH:18]=3)([CH3:13])[O:10][C:9]2=[O:38])=[N:6][CH:7]=1.C(N(C(C)C)CC)(C)C.[N:48]1[CH:53]=[CH:52][CH:51]=[CH:50][C:49]=1[C:54](Cl)=[O:55]. The yield is 0.340. The product is [C:35]([C:29]1[CH:30]=[C:31]([CH:32]([CH3:34])[CH3:33])[C:25]2[O:24][C:23]([C:20]3[CH:19]=[CH:18][C:17]([C:16]([NH:15][CH2:14][C:11]4([CH3:13])[O:10][C:9](=[O:38])[N:8]([C:5]5[N:6]=[CH:7][C:2]([NH:1][C:54]([C:49]6[CH:50]=[CH:51][CH:52]=[CH:53][N:48]=6)=[O:55])=[CH:3][CH:4]=5)[CH2:12]4)=[O:37])=[CH:22][CH:21]=3)=[N:27][C:26]=2[CH:28]=1)#[N:36]. The catalyst is ClCCl. (4) The reactants are [N:1]1([CH2:5][C@@H:6]([N:10]([CH3:20])[C:11](=[O:19])[C:12]2[CH:17]=[CH:16][C:15]([Cl:18])=[CH:14][CH:13]=2)[CH:7]([CH3:9])[CH3:8])[CH2:4][CH2:3][CH2:2]1.[C:21]([OH:30])(=[O:29])[CH:22]([CH:24]([C:26]([OH:28])=[O:27])[OH:25])[OH:23]. The catalyst is CC#N.O. The product is [OH:25][CH:24]([CH:22]([OH:23])[C:21]([O-:30])=[O:29])[C:26]([O-:28])=[O:27].[Cl:18][C:15]1[CH:14]=[CH:13][C:12]([C:11]([N:10]([C@@H:6]([CH:7]([CH3:8])[CH3:9])[CH2:5][NH+:1]2[CH2:4][CH2:3][CH2:2]2)[CH3:20])=[O:19])=[CH:17][CH:16]=1.[Cl:18][C:15]1[CH:14]=[CH:13][C:12]([C:11]([N:10]([C@@H:6]([CH:7]([CH3:8])[CH3:9])[CH2:5][NH+:1]2[CH2:4][CH2:3][CH2:2]2)[CH3:20])=[O:19])=[CH:17][CH:16]=1. The yield is 0.660.